From a dataset of Full USPTO retrosynthesis dataset with 1.9M reactions from patents (1976-2016). Predict the reactants needed to synthesize the given product. (1) Given the product [C:1]([Si:5]([O:6][CH2:7][CH2:8][CH2:9][CH2:10][C:11]#[CH:12])([CH3:15])[CH3:16])([CH3:3])([CH3:4])[CH3:2], predict the reactants needed to synthesize it. The reactants are: [C:1]([Si:5]([CH3:16])([CH3:15])[O:6][CH2:7][CH2:8][CH2:9][CH2:10][C:11]#[C:12]CO)([CH3:4])([CH3:3])[CH3:2].C([Si](C)(C)OCCCCC#CCOC(=O)C)(C)(C)C.C(OC(=O)C)(=O)C. (2) Given the product [F:20][C:14]1[CH:15]=[C:16]([F:19])[CH:17]=[CH:18][C:13]=1[N:12]1[CH:8]([C:4]2[CH:3]=[C:2]([C:34]3[CH:33]=[CH:32][CH:31]=[C:30]([S:29][CH3:28])[CH:35]=3)[CH:7]=[CH:6][N:5]=2)[CH2:9][C:10]([C:21]([F:27])([F:26])[C:22]([F:25])([F:24])[F:23])=[N:11]1, predict the reactants needed to synthesize it. The reactants are: Br[C:2]1[CH:7]=[CH:6][N:5]=[C:4]([CH:8]2[N:12]([C:13]3[CH:18]=[CH:17][C:16]([F:19])=[CH:15][C:14]=3[F:20])[N:11]=[C:10]([C:21]([F:27])([F:26])[C:22]([F:25])([F:24])[F:23])[CH2:9]2)[CH:3]=1.[CH3:28][S:29][C:30]1[CH:31]=[C:32](B(O)O)[CH:33]=[CH:34][CH:35]=1.C(=O)([O-])[O-].[Na+].[Na+].C(O)C.